From a dataset of Forward reaction prediction with 1.9M reactions from USPTO patents (1976-2016). Predict the product of the given reaction. (1) The product is: [CH2:24]([N:26]([CH2:27][CH3:28])[C:15](=[O:16])[C:14]1[CH:18]=[CH:19][C:11]([S:8]([NH:7][C:5](=[O:6])[C:4]2[CH:20]=[CH:21][CH:22]=[CH:23][C:3]=2[O:2][CH3:1])(=[O:10])=[O:9])=[CH:12][CH:13]=1)[CH3:25]. Given the reactants [CH3:1][O:2][C:3]1[CH:23]=[CH:22][CH:21]=[CH:20][C:4]=1[C:5]([NH:7][S:8]([C:11]1[CH:19]=[CH:18][C:14]([C:15](Cl)=[O:16])=[CH:13][CH:12]=1)(=[O:10])=[O:9])=[O:6].[CH2:24]([NH:26][CH2:27][CH3:28])[CH3:25].C(N(CC)CC)C, predict the reaction product. (2) Given the reactants [CH2:1]([O:8][CH:9]([CH3:12])[CH2:10][OH:11])[C:2]1[CH:7]=[CH:6][CH:5]=[CH:4][CH:3]=1.Br[CH2:14][CH2:15][O:16][CH:17]1[CH2:22][CH2:21][CH2:20][CH2:19][O:18]1.[OH-].[Na+], predict the reaction product. The product is: [CH2:1]([O:8][CH:9]([CH3:12])[CH2:10][O:11][CH2:14][CH2:15][O:16][CH:17]1[CH2:22][CH2:21][CH2:20][CH2:19][O:18]1)[C:2]1[CH:7]=[CH:6][CH:5]=[CH:4][CH:3]=1. (3) Given the reactants Cl[C:2]1[CH:11]=[CH:10][N:9]=[C:8]2[C:3]=1[CH:4]=[CH:5][C:6]([CH3:12])=[N:7]2.[NH2:13][C:14]1[CH:19]=[C:18]([CH3:20])[CH:17]=[CH:16][C:15]=1[S:21][C:22]1[CH:23]=[C:24]([OH:28])[CH:25]=[CH:26][CH:27]=1, predict the reaction product. The product is: [CH3:20][C:18]1[CH:17]=[CH:16][C:15]([S:21][C:22]2[CH:23]=[C:24]([OH:28])[CH:25]=[CH:26][CH:27]=2)=[C:14]([NH:13][C:2]2[C:3]3[C:8](=[N:7][C:6]([CH3:12])=[CH:5][CH:4]=3)[N:9]=[CH:10][CH:11]=2)[CH:19]=1. (4) Given the reactants [Cl:1][C:2]1[CH:11]=[C:10]2[C:5]([CH:6]=[C:7]([C:16]3[CH:21]=[C:20]([O:22][CH3:23])[CH:19]=[C:18]([O:24][CH3:25])[CH:17]=3)[C:8](=[O:15])[N:9]2[CH:12]([CH3:14])[CH3:13])=[CH:4][N:3]=1.[B-](F)(F)(F)[F:27].[B-](F)(F)(F)F.C1[N+]2(CCl)CC[N+](F)(CC2)C1, predict the reaction product. The product is: [Cl:1][C:2]1[CH:11]=[C:10]2[C:5]([CH:6]=[C:7]([C:16]3[CH:17]=[C:18]([O:24][CH3:25])[CH:19]=[C:20]([O:22][CH3:23])[C:21]=3[F:27])[C:8](=[O:15])[N:9]2[CH:12]([CH3:14])[CH3:13])=[CH:4][N:3]=1. (5) The product is: [OH:36][CH2:35][C@H:24]([NH:23][C:19]([C:17]1[CH:18]=[C:9]([C:8]#[C:7][C:2]2[CH:3]=[CH:4][CH:5]=[CH:6][C:1]=2[CH3:22])[CH:10]=[C:11]2[C:16]=1[O:15][CH2:14][CH:13]=[CH:12]2)=[O:20])[CH2:25][C:26]1[C:34]2[C:29](=[CH:30][CH:31]=[CH:32][CH:33]=2)[NH:28][CH:27]=1. Given the reactants [C:1]1([CH3:22])[CH:6]=[CH:5][CH:4]=[CH:3][C:2]=1[C:7]#[C:8][C:9]1[CH:10]=[C:11]2[C:16](=[C:17]([C:19](O)=[O:20])[CH:18]=1)[O:15][CH2:14][CH:13]=[CH:12]2.[NH2:23][C@@H:24]([CH2:35][OH:36])[CH2:25][C:26]1[C:34]2[C:29](=[CH:30][CH:31]=[CH:32][CH:33]=2)[NH:28][CH:27]=1.C(Cl)CCl.C1C=CC2N(O)N=NC=2C=1, predict the reaction product. (6) Given the reactants [C:1]([C:3]1[CH:8]=[CH:7][C:6]([C:9]2[CH:10]=[N:11][N:12]([CH2:14][C:15]3[CH:16]=[C:17]([CH:21]=[CH:22][CH:23]=3)[C:18]([OH:20])=O)[CH:13]=2)=[CH:5][CH:4]=1)#[N:2].[C:24]([O:28][C:29](=[O:41])[NH:30][C@H:31]1[CH2:40][CH2:39][C:34]2[N:35]=[C:36]([NH2:38])[S:37][C:33]=2[CH2:32]1)([CH3:27])([CH3:26])[CH3:25].CN(C(ON1N=NC2C=CC=CC1=2)=[N+](C)C)C.[B-](F)(F)(F)F.C(N(CC)C(C)C)(C)C, predict the reaction product. The product is: [C:24]([O:28][C:29](=[O:41])[NH:30][C@H:31]1[CH2:40][CH2:39][C:34]2[N:35]=[C:36]([NH:38][C:18](=[O:20])[C:17]3[CH:21]=[CH:22][CH:23]=[C:15]([CH2:14][N:12]4[CH:13]=[C:9]([C:6]5[CH:5]=[CH:4][C:3]([C:1]#[N:2])=[CH:8][CH:7]=5)[CH:10]=[N:11]4)[CH:16]=3)[S:37][C:33]=2[CH2:32]1)([CH3:27])([CH3:25])[CH3:26]. (7) Given the reactants [C:1]1([C:10]2[C:5](=[CH:6][CH:7]=[CH:8][CH:9]=2)[CH2:4][O:3]1)=[O:2].Cl.[CH3:12][NH:13][O:14][CH3:15].[Cl-].[Al+3].[Cl-].[Cl-].Cl, predict the reaction product. The product is: [OH:3][CH2:4][C:5]1[CH:6]=[CH:7][CH:8]=[CH:9][C:10]=1[C:1]([N:13]([O:14][CH3:15])[CH3:12])=[O:2].